The task is: Predict the reaction yield, written as a fraction of the theoretical maximum amount of product (1.0 means a 100% yield; for example, 0.34 means a 34% yield).. This data is from Reaction yield outcomes from USPTO patents with 853,638 reactions. (1) The reactants are Cl[C:2]1[CH:7]=[CH:6][N:5]=[C:4]([N:8]2[C:20](=[O:21])[C:19]3[S:18][C:17]4[CH2:16][CH2:15][CH2:14][CH2:13][C:12]=4[C:11]=3[CH:10]=[N:9]2)[C:3]=1[CH:22]=[O:23].[CH3:24][N:25]1[C:30](=[O:31])[C:29]([NH:32][C:33]2[CH:38]=[CH:37][C:36]([N:39]3[CH2:44][CH2:43][N:42]([CH:45]4[CH2:48][O:47][CH2:46]4)[CH2:41][C@H:40]3[CH3:49])=[CH:35][N:34]=2)=[CH:28][C:27](C2C(C=O)=C(N3C=CN4C5CCCCC=5C=C4C3=O)N=CC=2)=[CH:26]1.[O-]P([O-])([O-])=O.[K+].[K+].[K+].C([O-])(=O)C.[Na+]. The catalyst is C1C=CC(P(C2C=CC=CC=2)[C-]2C=CC=C2)=CC=1.C1C=CC(P(C2C=CC=CC=2)[C-]2C=CC=C2)=CC=1.Cl[Pd]Cl.[Fe+2].O.C(#N)C. The product is [CH3:24][N:25]1[C:30](=[O:31])[C:29]([NH:32][C:33]2[CH:38]=[CH:37][C:36]([N:39]3[CH2:44][CH2:43][N:42]([CH:45]4[CH2:46][O:47][CH2:48]4)[CH2:41][C@H:40]3[CH3:49])=[CH:35][N:34]=2)=[CH:28][C:27]([C:2]2[CH:7]=[CH:6][N:5]=[C:4]([N:8]3[C:20](=[O:21])[C:19]4[S:18][C:17]5[CH2:16][CH2:15][CH2:14][CH2:13][C:12]=5[C:11]=4[CH:10]=[N:9]3)[C:3]=2[CH:22]=[O:23])=[CH:26]1. The yield is 0.700. (2) The yield is 0.940. The catalyst is C1COCC1. The product is [Br:14][C:10]1[N:9]=[C:8]([C:19]([OH:21])([CH3:20])[CH3:18])[CH:13]=[CH:12][CH:11]=1. The reactants are CCCCCC.Br[C:8]1[CH:13]=[CH:12][CH:11]=[C:10]([Br:14])[N:9]=1.C(=O)=O.[CH3:18][C:19](=[O:21])[CH3:20].[Cl-].[NH4+]. (3) The reactants are C([Si](C)(C)[O:6][C@H:7]([CH3:35])[C@@H:8]([NH:22][C:23]1[CH:30]=[CH:29][C:26]([C:27]#[N:28])=[C:25]([C:31]([F:34])([F:33])[F:32])[CH:24]=1)[C:9]1[O:10][C:11]([C:14]2[CH:19]=[CH:18][C:17]([C:20]#[N:21])=[CH:16][CH:15]=2)=[N:12][N:13]=1)(C)(C)C.CCCC[N+](CCCC)(CCCC)CCCC.[F-]. The catalyst is C1COCC1. The product is [C:20]([C:17]1[CH:16]=[CH:15][C:14]([C:11]2[O:10][C:9]([C@H:8]([NH:22][C:23]3[CH:30]=[CH:29][C:26]([C:27]#[N:28])=[C:25]([C:31]([F:32])([F:34])[F:33])[CH:24]=3)[C@H:7]([OH:6])[CH3:35])=[N:13][N:12]=2)=[CH:19][CH:18]=1)#[N:21]. The yield is 0.980. (4) The reactants are [OH-].[Na+].[CH3:3][C:4]1[C:5]([C:9]2[CH:18]=[CH:17][C:12]([C:13]([O:15]C)=[O:14])=[CH:11][C:10]=2[C:19]([F:22])([F:21])[F:20])=[CH:6][S:7][CH:8]=1. The catalyst is CCO. The product is [CH3:3][C:4]1[C:5]([C:9]2[CH:18]=[CH:17][C:12]([C:13]([OH:15])=[O:14])=[CH:11][C:10]=2[C:19]([F:22])([F:20])[F:21])=[CH:6][S:7][CH:8]=1. The yield is 0.910. (5) The reactants are Cl[C:2](Cl)(Cl)[CH:3]([OH:5])O.Cl.[NH2:9][OH:10].[CH3:11][O:12][C:13]1[CH:18]=[CH:17][C:16]([NH2:19])=[CH:15][CH:14]=1.Cl. The catalyst is O.S([O-])([O-])(=O)=O.[Na+].[Na+]. The product is [N:9](=[CH:2][C:3]([NH:19][C:16]1[CH:17]=[CH:18][C:13]([O:12][CH3:11])=[CH:14][CH:15]=1)=[O:5])[OH:10]. The yield is 0.850. (6) The reactants are [CH:1]1([CH2:6][C@@H:7]([C:12]([N:14]2[CH:18]([C:19]([NH:21][C:22]3[CH:27]=[CH:26][CH:25]=[C:24]([CH2:28][CH3:29])[N:23]=3)=[O:20])[CH2:17][CH:16]=[N:15]2)=[O:13])[CH2:8][C:9]([OH:11])=O)[CH2:5][CH2:4][CH2:3][CH2:2]1.CN1CCOCC1.Cl.[C:38]1([CH2:44][O:45][NH2:46])[CH:43]=[CH:42][CH:41]=[CH:40][CH:39]=1.C(Cl)CCl.N1C2C(=NC=CC=2)N(O)N=1. The catalyst is ClCCl. The product is [CH:1]1([CH2:6][C@H:7]([CH2:8][C:9](=[O:11])[NH:46][O:45][CH2:44][C:38]2[CH:43]=[CH:42][CH:41]=[CH:40][CH:39]=2)[C:12]([N:14]2[C@H:18]([C:19]([NH:21][C:22]3[CH:27]=[CH:26][CH:25]=[C:24]([CH2:28][CH3:29])[N:23]=3)=[O:20])[CH2:17][CH:16]=[N:15]2)=[O:13])[CH2:5][CH2:4][CH2:3][CH2:2]1. The yield is 0.390.